This data is from Forward reaction prediction with 1.9M reactions from USPTO patents (1976-2016). The task is: Predict the product of the given reaction. (1) The product is: [NH:17]([S:13]([C:10]1[CH:11]=[N:12][C:2]([Cl:1])=[C:3]([CH:9]=1)[C:4]([O:6][CH2:7][CH3:8])=[O:5])(=[O:15])=[O:14])[C:18]1[CH:23]=[CH:22][CH:21]=[CH:20][CH:19]=1.[NH:17]([C:2]1[N:12]=[CH:11][C:10]([S:13]([NH:17][C:18]2[CH:23]=[CH:22][CH:21]=[CH:20][CH:19]=2)(=[O:15])=[O:14])=[CH:9][C:3]=1[C:4]([O:6][CH2:7][CH3:8])=[O:5])[C:18]1[CH:23]=[CH:22][CH:21]=[CH:20][CH:19]=1. Given the reactants [Cl:1][C:2]1[N:12]=[CH:11][C:10]([S:13](Cl)(=[O:15])=[O:14])=[CH:9][C:3]=1[C:4]([O:6][CH2:7][CH3:8])=[O:5].[NH2:17][C:18]1[CH:23]=[CH:22][CH:21]=[CH:20][CH:19]=1, predict the reaction product. (2) Given the reactants C[O:2][C:3]1[CH:24]=[CH:23][C:6]2[C:7]3[CH:8]=[N:9][N:10]([C:14]4[CH:19]=[CH:18][C:17]([CH2:20][CH2:21][CH3:22])=[CH:16][CH:15]=4)[C:11]=3[CH2:12][CH2:13][C:5]=2[CH:4]=1, predict the reaction product. The product is: [CH2:20]([C:17]1[CH:16]=[CH:15][C:14]([N:10]2[C:11]3[CH2:12][CH2:13][C:5]4[CH:4]=[C:3]([OH:2])[CH:24]=[CH:23][C:6]=4[C:7]=3[CH:8]=[N:9]2)=[CH:19][CH:18]=1)[CH2:21][CH3:22]. (3) Given the reactants [Cl:1][C:2]1[CH:7]=[CH:6][C:5]([CH2:8][CH2:9][NH2:10])=[CH:4][CH:3]=1.[NH:11]1[C:19]2[C:14](=[CH:15][C:16]([C:20](O)=[O:21])=[CH:17][CH:18]=2)[CH:13]=[CH:12]1.CCN(C(C)C)C(C)C.CN(C(ON1N=NC2C=CC=CC1=2)=[N+](C)C)C.F[P-](F)(F)(F)(F)F, predict the reaction product. The product is: [Cl:1][C:2]1[CH:7]=[CH:6][C:5]([CH2:8][CH2:9][NH:10][C:20]([C:16]2[CH:15]=[C:14]3[C:19](=[CH:18][CH:17]=2)[NH:11][CH:12]=[CH:13]3)=[O:21])=[CH:4][CH:3]=1. (4) Given the reactants [CH3:1][O:2][C:3]1[CH:14]=[CH:13][C:6]2[CH2:7][CH2:8][CH2:9][C:10](=[O:12])[NH:11][C:5]=2[CH:4]=1.[Li+].CC([N-]C(C)C)C.CCCCCCC.C1COCC1.C(C1C=CC=CC=1)C.[C:43](O[C:43]([O:45][C:46]([CH3:49])([CH3:48])[CH3:47])=[O:44])([O:45][C:46]([CH3:49])([CH3:48])[CH3:47])=[O:44], predict the reaction product. The product is: [C:46]([O:45][C:43]([CH:9]1[CH2:8][CH2:7][C:6]2[CH:13]=[CH:14][C:3]([O:2][CH3:1])=[CH:4][C:5]=2[NH:11][C:10]1=[O:12])=[O:44])([CH3:49])([CH3:48])[CH3:47]. (5) Given the reactants Cl[C:2]1[CH:3]=[C:4]([C:14]([NH:16][CH2:17][C:18]2[C:19](=[O:26])[NH:20][C:21]([CH3:25])=[CH:22][C:23]=2[CH3:24])=[O:15])[C:5]2[CH:10]=[N:9][N:8]([CH:11]([CH3:13])[CH3:12])[C:6]=2[N:7]=1.[NH2:27][CH2:28][CH2:29][NH:30][C:31]1[CH:36]=[CH:35][CH:34]=[CH:33][N:32]=1, predict the reaction product. The product is: [CH3:24][C:23]1[CH:22]=[C:21]([CH3:25])[NH:20][C:19](=[O:26])[C:18]=1[CH2:17][NH:16][C:14]([C:4]1[C:5]2[CH:10]=[N:9][N:8]([CH:11]([CH3:13])[CH3:12])[C:6]=2[N:7]=[C:2]([NH:27][CH2:28][CH2:29][NH:30][C:31]2[CH:36]=[CH:35][CH:34]=[CH:33][N:32]=2)[CH:3]=1)=[O:15]. (6) Given the reactants Cl[C:2]1[N:7]=[C:6]([C:8]([OH:10])=[O:9])[CH:5]=[CH:4][C:3]=1[C:11]([F:14])([F:13])[F:12].[OH-].[K+].[O:17]1[CH2:22][CH2:21][CH:20]([CH2:23][OH:24])[CH2:19][CH2:18]1, predict the reaction product. The product is: [O:17]1[CH2:22][CH2:21][CH:20]([CH2:23][O:24][C:2]2[N:7]=[C:6]([C:8]([OH:10])=[O:9])[CH:5]=[CH:4][C:3]=2[C:11]([F:14])([F:13])[F:12])[CH2:19][CH2:18]1. (7) Given the reactants [CH2:1](Br)[CH:2]=[CH2:3].[C:5]([O:9][C:10]([C@@:12]1([CH2:26][CH:27]=[CH2:28])[CH2:16][C:15](=[O:17])[N:14]([C@@H:18]([C:20]2[CH:25]=[CH:24][CH:23]=[CH:22][CH:21]=2)[CH3:19])[CH2:13]1)=[O:11])([CH3:8])([CH3:7])[CH3:6].C[Si](C)(C)[N-][Si](C)(C)C.[Li+].[Cl-].[NH4+], predict the reaction product. The product is: [C:5]([O:9][C:10]([C@@:12]1([CH2:26][CH:27]=[CH2:28])[C@@H:16]([CH2:3][CH:2]=[CH2:1])[C:15](=[O:17])[N:14]([C@@H:18]([C:20]2[CH:21]=[CH:22][CH:23]=[CH:24][CH:25]=2)[CH3:19])[CH2:13]1)=[O:11])([CH3:8])([CH3:7])[CH3:6].